This data is from Reaction yield outcomes from USPTO patents with 853,638 reactions. The task is: Predict the reaction yield, written as a fraction of the theoretical maximum amount of product (1.0 means a 100% yield; for example, 0.34 means a 34% yield). (1) The reactants are Br[C:2]1[CH:3]=[CH:4][C:5]2[N:6]([N:8]=[C:9]([NH:11][C:12](=[O:19])[C:13]3[CH:18]=[CH:17][CH:16]=[N:15][CH:14]=3)[N:10]=2)[CH:7]=1.[F:20][C:21]1[CH:22]=[C:23](B(O)O)[CH:24]=[CH:25][CH:26]=1. No catalyst specified. The product is [F:20][C:21]1[CH:26]=[C:25]([C:2]2[CH:3]=[CH:4][C:5]3[N:6]([N:8]=[C:9]([NH:11][C:12](=[O:19])[C:13]4[CH:18]=[CH:17][CH:16]=[N:15][CH:14]=4)[N:10]=3)[CH:7]=2)[CH:24]=[CH:23][CH:22]=1. The yield is 0.530. (2) The reactants are [Cl:1][C:2]1[CH:7]=[C:6]([O:8][C:9]2[CH:14]=[C:13]([F:15])[C:12]([N+:16]([O-])=O)=[CH:11][C:10]=2[F:19])[CH:5]=[CH:4][N:3]=1.C1COCC1.[Cl-].[NH4+]. The catalyst is CO.[Zn]. The product is [Cl:1][C:2]1[CH:7]=[C:6]([O:8][C:9]2[C:10]([F:19])=[CH:11][C:12]([NH2:16])=[C:13]([F:15])[CH:14]=2)[CH:5]=[CH:4][N:3]=1. The yield is 0.990. (3) The reactants are Cl[C:2]1[CH:7]=[C:6]([O:8][CH3:9])[N:5]=[CH:4][C:3]=1[C:10]1[N:11]([CH2:24][CH2:25][OH:26])[CH:12]=[C:13]([C:15]2[N:16]([CH:21]([CH3:23])[CH3:22])[N:17]=[C:18]([CH3:20])[N:19]=2)[N:14]=1.[H-].[Na+].O. The catalyst is CN(C=O)C. The product is [CH:21]([N:16]1[C:15]([C:13]2[N:14]=[C:10]3[N:11]([CH2:24][CH2:25][O:26][C:2]4[CH:7]=[C:6]([O:8][CH3:9])[N:5]=[CH:4][C:3]=43)[CH:12]=2)=[N:19][C:18]([CH3:20])=[N:17]1)([CH3:23])[CH3:22]. The yield is 0.500. (4) The reactants are [P+3]=O.CS(O)(=O)=O.[CH3:8][O:9][C:10]1[CH:11]=[C:12]([CH2:16][CH2:17][CH2:18][CH2:19][C:20]([OH:22])=O)[CH:13]=[CH:14][CH:15]=1. The catalyst is O. The product is [CH3:8][O:9][C:10]1[CH:15]=[CH:14][C:13]2[C:20](=[O:22])[CH2:19][CH2:18][CH2:17][CH2:16][C:12]=2[CH:11]=1. The yield is 0.830.